Predict which catalyst facilitates the given reaction. From a dataset of Catalyst prediction with 721,799 reactions and 888 catalyst types from USPTO. (1) Reactant: [C:1]1([P:7]([C:25]2[CH:30]=[CH:29][CH:28]=[CH:27][CH:26]=2)([C:9]2[CH:10]=[CH:11][CH:12]=[C:13]3[C:18]=2[NH:17][CH:16]([C:19]2[CH:24]=[CH:23][CH:22]=[CH:21][CH:20]=2)[CH:15]=[CH:14]3)=[O:8])[CH:6]=[CH:5][CH:4]=[CH:3][CH:2]=1. Product: [C:25]1([P:7]([C:1]2[CH:2]=[CH:3][CH:4]=[CH:5][CH:6]=2)([C:9]2[CH:10]=[CH:11][CH:12]=[C:13]3[C:18]=2[N:17]=[C:16]([C:19]2[CH:20]=[CH:21][CH:22]=[CH:23][CH:24]=2)[CH:15]=[CH:14]3)=[O:8])[CH:26]=[CH:27][CH:28]=[CH:29][CH:30]=1. The catalyst class is: 99. (2) Reactant: [Cl:1][C:2]1[CH:11]=[CH:10][CH:9]=[C:8]2[C:3]=1[C:4](=[O:37])[N:5]([CH2:32][CH2:33][CH2:34][NH:35][CH3:36])[C:6]([C@@H:12]([NH:14][C:15](=[O:31])[O:16][CH2:17][CH:18]1[C:30]3[CH:29]=[CH:28][CH:27]=[CH:26][C:25]=3[C:24]3[C:19]1=[CH:20][CH:21]=[CH:22][CH:23]=3)[CH3:13])=[N:7]2.C(=O)([O-])[O-].[K+].[K+].[F:44][C:45]([F:56])([F:55])[CH2:46]OS(C(F)(F)F)(=O)=O. Product: [Cl:1][C:2]1[CH:11]=[CH:10][CH:9]=[C:8]2[C:3]=1[C:4](=[O:37])[N:5]([CH2:32][CH2:33][CH2:34][N:35]([CH3:36])[CH2:46][C:45]([F:56])([F:55])[F:44])[C:6]([C@@H:12]([NH:14][C:15](=[O:31])[O:16][CH2:17][CH:18]1[C:19]3[CH:20]=[CH:21][CH:22]=[CH:23][C:24]=3[C:25]3[C:30]1=[CH:29][CH:28]=[CH:27][CH:26]=3)[CH3:13])=[N:7]2. The catalyst class is: 23. (3) The catalyst class is: 6. Reactant: [F:1][C:2]1[CH:7]=[C:6]([O:8][CH2:9][C:10]2[CH:15]=[CH:14][C:13]([F:16])=[CH:12][CH:11]=2)[CH:5]=[CH:4][C:3]=1[N:17]1C(C)=[CH:20][CH:19]=[C:18]1C.[OH-:24].[K+].Cl.N[OH:28].C[CH:30]([OH:32])C. Product: [CH3:30][O:32][C:20](=[O:28])[CH2:19][C:18]([NH:17][C:3]1[CH:4]=[CH:5][C:6]([O:8][CH2:9][C:10]2[CH:15]=[CH:14][C:13]([F:16])=[CH:12][CH:11]=2)=[CH:7][C:2]=1[F:1])=[O:24]. (4) The catalyst class is: 10. Reactant: C([O:5][C:6](=[O:52])[CH2:7][CH:8]1[CH2:13][CH:12]([CH2:14][CH2:15][N:16]2[CH:20](C(C)C)[CH:19](C(=O)NC3C=CC=CC=3)[CH:18](C3C=CC=CC=3)[CH:17]2C2C=CC(F)=CC=2)OB(C2C=CC=CC=2)O1)(C)(C)C.O.[O-2].[Ca+2]. Product: [N:16]1([CH2:15][CH2:14][CH2:12][CH2:13][CH2:8][CH2:7][C:6]([OH:52])=[O:5])[CH:20]=[CH:19][CH:18]=[CH:17]1.